This data is from Full USPTO retrosynthesis dataset with 1.9M reactions from patents (1976-2016). The task is: Predict the reactants needed to synthesize the given product. (1) The reactants are: C(O)(=O)C.[N+:5]([C:8]1[CH:9]=[C:10]([N:14]2[C:18]([C:19]3[CH:24]=[CH:23][CH:22]=[CH:21][CH:20]=3)=[CH:17][C:16]([C:25]([F:28])([F:27])[F:26])=[N:15]2)[CH:11]=[CH:12][CH:13]=1)([O-])=O. Given the product [NH2:5][C:8]1[CH:9]=[C:10]([N:14]2[C:18]([C:19]3[CH:24]=[CH:23][CH:22]=[CH:21][CH:20]=3)=[CH:17][C:16]([C:25]([F:28])([F:27])[F:26])=[N:15]2)[CH:11]=[CH:12][CH:13]=1, predict the reactants needed to synthesize it. (2) Given the product [F:23][C:19]1[CH:18]=[C:17]2[C:16](=[C:21]([I:22])[CH:20]=1)[C:15](=[O:14])[N:8]([CH2:7][C:6]1[CH:9]=[CH:10][C:3]([C:2]([F:11])([F:12])[F:1])=[CH:4][CH:5]=1)[CH2:24]2, predict the reactants needed to synthesize it. The reactants are: [F:1][C:2]([F:12])([F:11])[C:3]1[CH:10]=[CH:9][C:6]([CH2:7][NH2:8])=[CH:5][CH:4]=1.C[O:14][C:15](=O)[C:16]1[C:21]([I:22])=[CH:20][C:19]([F:23])=[CH:18][C:17]=1[CH2:24]Br.C([O-])([O-])=O.[K+].[K+]. (3) Given the product [CH2:1]([N:5]([CH3:38])[C:6](=[O:37])[CH2:7][CH2:8][CH2:9][CH2:10][CH2:11][CH2:12][CH2:13][CH2:14][CH2:15][CH2:16][C@@H:17]1[CH2:34][C:33]2[CH:32]=[C:31]([OH:35])[CH:30]=[CH:29][C:28]=2[C@@H:27]2[C@@H:18]1[C@H:19]1[C@@:23]([CH2:25][CH2:26]2)([CH3:24])[C:22](=[CH2:36])[C@H:21]([OH:43])[CH2:20]1)[CH2:2][CH2:3][CH3:4], predict the reactants needed to synthesize it. The reactants are: [CH2:1]([N:5]([CH3:38])[C:6](=[O:37])[CH2:7][CH2:8][CH2:9][CH2:10][CH2:11][CH2:12][CH2:13][CH2:14][CH2:15][CH2:16][C@@H:17]1[CH2:34][C:33]2[CH:32]=[C:31]([OH:35])[CH:30]=[CH:29][C:28]=2[C@@H:27]2[C@@H:18]1[C@H:19]1[C@@:23]([CH2:25][CH2:26]2)([CH3:24])[C:22](=[CH2:36])[CH2:21][CH2:20]1)[CH2:2][CH2:3][CH3:4].C([O:43]O)(C)(C)C. (4) Given the product [Na+:50].[F:48][C:2]([F:1])([F:47])[C:3]1[CH:4]=[C:5]([CH:40]=[C:41]([C:43]([F:44])([F:45])[F:46])[CH:42]=1)[CH2:6][N:7]([CH2:21][C:22]1[CH:27]=[C:26]([C:28]([F:31])([F:30])[F:29])[CH:25]=[CH:24][C:23]=1[N:32]([C:35](=[O:39])[CH2:36][CH2:37][CH3:38])[CH2:33][CH3:34])[C:8]1[N:9]=[CH:10][C:11]([O:14][CH2:15][CH2:16][CH2:17][C:18]([O-:20])=[O:19])=[CH:12][N:13]=1, predict the reactants needed to synthesize it. The reactants are: [F:1][C:2]([F:48])([F:47])[C:3]1[CH:4]=[C:5]([CH:40]=[C:41]([C:43]([F:46])([F:45])[F:44])[CH:42]=1)[CH2:6][N:7]([CH2:21][C:22]1[CH:27]=[C:26]([C:28]([F:31])([F:30])[F:29])[CH:25]=[CH:24][C:23]=1[N:32]([C:35](=[O:39])[CH2:36][CH2:37][CH3:38])[CH2:33][CH3:34])[C:8]1[N:13]=[CH:12][C:11]([O:14][CH2:15][CH2:16][CH2:17][C:18]([OH:20])=[O:19])=[CH:10][N:9]=1.[OH-].[Na+:50]. (5) Given the product [Br:15][C:16]1[C:17]([C@@:22]([NH:23][S@@:24]([C:26]([CH3:29])([CH3:28])[CH3:27])=[O:25])([C:30]2[CH:35]=[CH:34][C:33]([O:36][C:37]([F:40])([F:38])[F:39])=[C:32]([F:41])[CH:31]=2)[CH2:6][C:4]([O:3][CH2:2][CH3:1])=[O:5])=[N:18][CH:19]=[CH:20][CH:21]=1, predict the reactants needed to synthesize it. The reactants are: [CH3:1][CH2:2][O:3][C:4]([CH3:6])=[O:5].C([N-]C(C)C)(C)C.[Li+].[Br:15][C:16]1[C:17](/[C:22](/[C:30]2[CH:35]=[CH:34][C:33]([O:36][C:37]([F:40])([F:39])[F:38])=[C:32]([F:41])[CH:31]=2)=[N:23]/[S@@:24]([C:26]([CH3:29])([CH3:28])[CH3:27])=[O:25])=[N:18][CH:19]=[CH:20][CH:21]=1. (6) Given the product [Cl-:9].[NH2:2][CH2:3][C:4]([O:6][CH2:11][CH2:12][CH2:13][CH3:14])=[O:5], predict the reactants needed to synthesize it. The reactants are: Cl.[NH2:2][CH2:3][C:4]([OH:6])=[O:5].S(Cl)([Cl:9])=O.[CH2:11](O)[CH2:12][CH2:13][CH3:14]. (7) Given the product [O:16]=[C:15]1[N:7]([C:1]2[CH:6]=[CH:5][CH:4]=[CH:3][CH:2]=2)[NH:8][C:13]([C:11]([O:10][CH3:9])=[O:12])=[CH:14]1, predict the reactants needed to synthesize it. The reactants are: [C:1]1([NH:7][NH2:8])[CH:6]=[CH:5][CH:4]=[CH:3][CH:2]=1.[CH3:9][O:10][C:11]([C:13]#[C:14][C:15](OC)=[O:16])=[O:12].N1C=CC=CC=1.C1(C)C=CC(S(O)(=O)=O)=CC=1.Cl.